Dataset: Reaction yield outcomes from USPTO patents with 853,638 reactions. Task: Predict the reaction yield, written as a fraction of the theoretical maximum amount of product (1.0 means a 100% yield; for example, 0.34 means a 34% yield). (1) The reactants are [C:1]([C:5]1[CH:12]=[CH:11][C:10]([N+:13]([O-])=O)=[CH:9][C:6]=1[C:7]#[N:8])([CH3:4])([CH3:3])[CH3:2].C([O-])=O.[NH4+]. The catalyst is CCO.[Pd]. The product is [C:1]([C:5]1[CH:12]=[CH:11][C:10]([NH2:13])=[CH:9][C:6]=1[C:7]#[N:8])([CH3:4])([CH3:2])[CH3:3]. The yield is 0.910. (2) The reactants are [CH3:1][O:2][C:3](=[O:20])[C:4]1[CH:9]=[C:8]([Cl:10])[CH:7]=[CH:6][C:5]=1[N:11]=[CH:12][C:13]1[CH:18]=[CH:17][CH:16]=[C:15]([Br:19])[CH:14]=1.[CH:21](=[O:25])[CH:22]([CH3:24])[CH3:23].O. The catalyst is O1CCCC1.O.[O-]S(C(F)(F)F)(=O)=O.[Yb+3].[O-]S(C(F)(F)F)(=O)=O.[O-]S(C(F)(F)F)(=O)=O. The product is [CH3:1][O:2][C:3]([C:4]1[CH:9]=[C:8]([Cl:10])[CH:7]=[C:6]2[C:5]=1[NH:11][CH:12]([C:13]1[CH:18]=[CH:17][CH:16]=[C:15]([Br:19])[CH:14]=1)[C:22]([CH3:24])([CH3:23])[CH:21]2[OH:25])=[O:20]. The yield is 1.00. (3) The reactants are C(Cl)(=O)C(Cl)=O.CS(C)=O.[OH:11][CH2:12][C@H:13]1[O:18][CH2:17][C@H:16]([NH:19][C:20](=[O:26])[O:21][C:22]([CH3:25])([CH3:24])[CH3:23])[CH2:15][CH2:14]1.C(N(C(C)C)CC)(C)C. The catalyst is ClCCl. The product is [CH:12]([C@H:13]1[O:18][CH2:17][C@H:16]([NH:19][C:20](=[O:26])[O:21][C:22]([CH3:24])([CH3:23])[CH3:25])[CH2:15][CH2:14]1)=[O:11]. The yield is 0.710.